This data is from hERG potassium channel inhibition data for cardiac toxicity prediction from Karim et al.. The task is: Regression/Classification. Given a drug SMILES string, predict its toxicity properties. Task type varies by dataset: regression for continuous values (e.g., LD50, hERG inhibition percentage) or binary classification for toxic/non-toxic outcomes (e.g., AMES mutagenicity, cardiotoxicity, hepatotoxicity). Dataset: herg_karim. (1) The molecule is Clc1cnc(N2CCC(C3CC3CCOc3ccc(-n4ccnn4)cn3)CC2)nc1. The result is 0 (non-blocker). (2) The drug is CC(=O)SCC(=O)c1ccc(NS(=O)(=O)c2ccc(OCCCN(C)C)cc2)nc1. The result is 0 (non-blocker). (3) The drug is CNc1nccc(-c2cccnc2Oc2cc(C(=O)Nc3cccc(C(F)(F)F)c3)ccc2C)n1. The result is 0 (non-blocker). (4) The drug is OC(c1cccnc1)(c1cccnc1)C(Cc1ccccc1)N1CCOCC1. The result is 0 (non-blocker).